This data is from Drug-target binding data from BindingDB using IC50 measurements. The task is: Regression. Given a target protein amino acid sequence and a drug SMILES string, predict the binding affinity score between them. We predict pIC50 (pIC50 = -log10(IC50 in M); higher means more potent). Dataset: bindingdb_ic50. (1) The small molecule is CO/C1=C\C(C)=C\[C@@H](C)[C@@H](O)[C@@H](C)C/C(C)=C/C=C/[C@H](OC)[C@@H]([C@@H](C)[C@@H](O)[C@H](C)C(=O)O)OC1=O. The target protein (Q15904) has sequence MMAAMATARVRMGPRCAQALWRMPWLPVFLSLAAAAAAAAAEQQVPLVLWSSDRDLWAPAADTHEGHITSDLQLSTYLDPALELGPRNVLLFLQDKLSIEDFTAYGGVFGNKQDSAFSNLENALDLAPSSLVLPAVDWYAVSTLTTYLQEKLGASPLHVDLATLRELKLNASLPALLLIRLPYTASSGLMAPREVLTGNDEVIGQVLSTLKSEDVPYTAALTAVRPSRVARDVAVVAGGLGRQLLQKQPVSPVIHPPVSYNDTAPRILFWAQNFSVAYKDQWEDLTPLTFGVQELNLTGSFWNDSFARLSLTYERLFGTTVTFKFILANRLYPVSARHWFTMERLEVHSNGSVAYFNASQVTGPSIYSFHCEYVSSLSKKGSLLVARTQPSPWQMMLQDFQIQAFNVMGEQFSYASDCASFFSPGIWMGLLTSLFMLFIFTYGLHMILSLKTMDRFDDHKGPTISLTQIV. The pIC50 is 5.0. (2) The drug is O=C(NS(=O)(=O)c1ccc(N[C@H](CCN2CCO[C@@H](CO)C2)CSc2ccccc2)c(S(=O)(=O)C(F)(F)F)c1)c1ccc(N2CCC([C@@H](O)c3ccccc3-c3ccc(Cl)cc3)CC2)cc1. The target protein sequence is MSQSNRELVVDFLSYKLSQKGYSWSQFSDVEENRTEAPEGTESEMETPSAINGNPSWHLADSPAVNGATGHSSSLDAREVIPMAAVKQALREAGDEFELRYRRAFSDLTSQLHITPGTAYQSFEQVVNELFRDGVNWGRIVAFFSFGGALCVESVDKEMQVLVSRIAAWMATYLNDHLEPWIQENGGWDTFVELYGNNAAAESRKGQER. The pIC50 is 8.5. (3) The small molecule is CC#Cc1cncc(-c2cccc([C@@]3(c4cc(C)c(=O)n(CC)c4)N=C(N)c4c(F)cccc43)c2)c1. The target protein (P56818) has sequence MAPALHWLLLWVGSGMLPAQGTHLGIRLPLRSGLAGPPLGLRLPRETDEESEEPGRRGSFVEMVDNLRGKSGQGYYVEMTVGSPPQTLNILVDTGSSNFAVGAAPHPFLHRYYQRQLSSTYRDLRKGVYVPYTQGKWEGELGTDLVSIPHGPNVTVRANIAAITESDKFFINGSNWEGILGLAYAEIARPDDSLEPFFDSLVKQTHIPNIFSLQLCGAGFPLNQTEALASVGGSMIIGGIDHSLYTGSLWYTPIRREWYYEVIIVRVEINGQDLKMDCKEYNYDKSIVDSGTTNLRLPKKVFEAAVKSIKAASSTEKFPDGFWLGEQLVCWQAGTTPWNIFPVISLYLMGEVTNQSFRITILPQQYLRPVEDVATSQDDCYKFAVSQSSTGTVMGAVIMEGFYVVFDRARKRIGFAVSACHVHDEFRTAAVEGPFVTADMEDCGYNIPQTDESTLMTIAYVMAAICALFMLPLCLMVCQWRCLRCLRHQHDDFADDISLL.... The pIC50 is 8.6. (4) The compound is Cc1cc(=O)oc2cc(OCC(O)CNc3nc4cc(Cl)c(Cl)cc4s3)ccc12. The target protein sequence is MFSVPGVSGILNRGGGHKIKGTVVLMRKNVLDFNSVADLTKGNVGGLIGTGLNVVGSTLDNLTAFLGRSVALQLISATKPLANGKGKVGKDTFLEGIIVSLPTLGAGESAFNIQFEWDESMGIPGAFYIKNYMQVEFYLKSLTLEDVPNQGTIRFVCNSWVYNTKLYKSVRIFFANHTYVPSETPAALVGYREEELKNLRGDGKGERKEHDRIYDYDVYNDLGNPDHGENFARPILGGSSTHPYPRRGRTGRYPTRKDQNSEKPGEVYVPRDENFGHLKSSDFLAYGIKSLSQYVLPAFESVFDLNFTPNEFDSFQDVRDLHEGGIKLPTEVISTIMPLPVVKELFRTDGEQVLKFPPPHVIQVSKSAWMTDEEFAREMVAGVNPCVIRGLQEFPPKSNLDPTIYGEQTSKITADALDLDGYTVDEALASRRLFMLDYHDVFMPYIRRINQTYAKAYATRTILFLRENGTLKPVAIELSLPHPAGDLSGAVSQVILPAKE.... The pIC50 is 7.8. (5) The small molecule is COc1cccc(C(=O)O)c1Nc1ccccc1. The target protein (O60911) has sequence MNLSLVLAAFCLGIASAVPKFDQNLDTKWYQWKATHRRLYGANEEGWRRAVWEKNMKMIELHNGEYSQGKHGFTMAMNAFGDMTNEEFRQMMGCFRNQKFRKGKVFREPLFLDLPKSVDWRKKGYVTPVKNQKQCGSCWAFSATGALEGQMFRKTGKLVSLSEQNLVDCSRPQGNQGCNGGFMARAFQYVKENGGLDSEESYPYVAVDEICKYRPENSVANDTGFTVVAPGKEKALMKAVATVGPISVAMDAGHSSFQFYKSGIYFEPDCSSKNLDHGVLVVGYGFEGANSNNSKYWLVKNSWGPEWGSNGYVKIAKDKNNHCGIATAASYPNV. The pIC50 is 4.3.